This data is from Full USPTO retrosynthesis dataset with 1.9M reactions from patents (1976-2016). The task is: Predict the reactants needed to synthesize the given product. (1) Given the product [CH3:19][S:18][C:5]1[CH:4]=[C:3]([C:1]2[S:23][C:22]3[CH:24]=[CH:25][CH:26]=[CH:27][C:21]=3[C:20](=[O:28])[N:2]=2)[N:8]=[C:7]([CH2:9][CH2:10][C:11]([O:13][C:14]([CH3:16])([CH3:15])[CH3:17])=[O:12])[CH:6]=1, predict the reactants needed to synthesize it. The reactants are: [C:1]([C:3]1[N:8]=[C:7]([CH2:9][CH2:10][C:11]([O:13][C:14]([CH3:17])([CH3:16])[CH3:15])=[O:12])[CH:6]=[C:5]([S:18][CH3:19])[CH:4]=1)#[N:2].[C:20](OC)(=[O:28])[C:21]1[C:22](=[CH:24][CH:25]=[CH:26][CH:27]=1)[SH:23].C(N(CC)CC)C. (2) The reactants are: C1CCC(N=C=NC2CCCCC2)CC1.O.N1(O)C2C=CC=CC=2N=N1.Cl.[F:28][C:29]1[CH:34]=[CH:33][CH:32]=[CH:31][C:30]=1[NH:35][CH:36]([C:40]1[CH:45]=[CH:44][CH:43]=[CH:42][CH:41]=1)[C:37]([OH:39])=[O:38].[N:46]12[CH2:53][CH2:52][CH:49]([CH2:50][CH2:51]1)[C@@H:48](O)[CH2:47]2. Given the product [N:46]12[CH2:53][CH2:52][CH:49]([CH2:50][CH2:51]1)[C@@H:48]([O:38][C:37](=[O:39])[CH:36]([NH:35][C:30]1[CH:31]=[CH:32][CH:33]=[CH:34][C:29]=1[F:28])[C:40]1[CH:45]=[CH:44][CH:43]=[CH:42][CH:41]=1)[CH2:47]2, predict the reactants needed to synthesize it.